From a dataset of Reaction yield outcomes from USPTO patents with 853,638 reactions. Predict the reaction yield, written as a fraction of the theoretical maximum amount of product (1.0 means a 100% yield; for example, 0.34 means a 34% yield). The reactants are [CH2:1]1[C:6]2=[CH:7][C:8]3[CH:9]=[CH:10][CH:11]=[CH:12][C:13]=3[N:5]2[CH2:4][CH2:3][NH:2]1.C(Cl)Cl.[C:17](Cl)(=[O:21])/[CH:18]=[CH:19]/[CH3:20]. No catalyst specified. The product is [CH2:1]1[C:6]2=[CH:7][C:8]3[CH:9]=[CH:10][CH:11]=[CH:12][C:13]=3[N:5]2[CH2:4][CH2:3][N:2]1[C:17](=[O:21])[CH:18]=[CH:19][CH3:20]. The yield is 0.400.